Dataset: NCI-60 drug combinations with 297,098 pairs across 59 cell lines. Task: Regression. Given two drug SMILES strings and cell line genomic features, predict the synergy score measuring deviation from expected non-interaction effect. (1) Drug 1: CC1=C2C(C(=O)C3(C(CC4C(C3C(C(C2(C)C)(CC1OC(=O)C(C(C5=CC=CC=C5)NC(=O)OC(C)(C)C)O)O)OC(=O)C6=CC=CC=C6)(CO4)OC(=O)C)O)C)O. Drug 2: C1CCC(C(C1)N)N.C(=O)(C(=O)[O-])[O-].[Pt+4]. Cell line: HOP-62. Synergy scores: CSS=19.2, Synergy_ZIP=-4.76, Synergy_Bliss=-7.07, Synergy_Loewe=1.92, Synergy_HSA=-2.74. (2) Drug 1: CC1C(C(CC(O1)OC2CC(CC3=C2C(=C4C(=C3O)C(=O)C5=C(C4=O)C(=CC=C5)OC)O)(C(=O)C)O)N)O.Cl. Drug 2: C1=CN(C(=O)N=C1N)C2C(C(C(O2)CO)O)O.Cl. Cell line: SK-OV-3. Synergy scores: CSS=16.7, Synergy_ZIP=-6.55, Synergy_Bliss=-0.514, Synergy_Loewe=0.233, Synergy_HSA=1.78. (3) Drug 1: CC1=C2C(C(=O)C3(C(CC4C(C3C(C(C2(C)C)(CC1OC(=O)C(C(C5=CC=CC=C5)NC(=O)OC(C)(C)C)O)O)OC(=O)C6=CC=CC=C6)(CO4)OC(=O)C)OC)C)OC. Drug 2: CC1=C2C(C(=O)C3(C(CC4C(C3C(C(C2(C)C)(CC1OC(=O)C(C(C5=CC=CC=C5)NC(=O)C6=CC=CC=C6)O)O)OC(=O)C7=CC=CC=C7)(CO4)OC(=O)C)O)C)OC(=O)C. Cell line: U251. Synergy scores: CSS=61.5, Synergy_ZIP=2.28, Synergy_Bliss=1.55, Synergy_Loewe=1.37, Synergy_HSA=5.85. (4) Drug 1: C1=C(C(=O)NC(=O)N1)F. Drug 2: CC(C1=C(C=CC(=C1Cl)F)Cl)OC2=C(N=CC(=C2)C3=CN(N=C3)C4CCNCC4)N. Cell line: SF-268. Synergy scores: CSS=26.3, Synergy_ZIP=5.90, Synergy_Bliss=7.25, Synergy_Loewe=5.70, Synergy_HSA=5.90. (5) Drug 1: CC1=CC2C(CCC3(C2CCC3(C(=O)C)OC(=O)C)C)C4(C1=CC(=O)CC4)C. Drug 2: CC1C(C(CC(O1)OC2CC(CC3=C2C(=C4C(=C3O)C(=O)C5=CC=CC=C5C4=O)O)(C(=O)C)O)N)O. Cell line: TK-10. Synergy scores: CSS=48.1, Synergy_ZIP=2.59, Synergy_Bliss=3.06, Synergy_Loewe=-53.9, Synergy_HSA=1.45. (6) Synergy scores: CSS=70.5, Synergy_ZIP=-4.83, Synergy_Bliss=-7.84, Synergy_Loewe=-9.59, Synergy_HSA=-3.67. Drug 2: CCCCC(=O)OCC(=O)C1(CC(C2=C(C1)C(=C3C(=C2O)C(=O)C4=C(C3=O)C=CC=C4OC)O)OC5CC(C(C(O5)C)O)NC(=O)C(F)(F)F)O. Drug 1: CC1=C(N=C(N=C1N)C(CC(=O)N)NCC(C(=O)N)N)C(=O)NC(C(C2=CN=CN2)OC3C(C(C(C(O3)CO)O)O)OC4C(C(C(C(O4)CO)O)OC(=O)N)O)C(=O)NC(C)C(C(C)C(=O)NC(C(C)O)C(=O)NCCC5=NC(=CS5)C6=NC(=CS6)C(=O)NCCC[S+](C)C)O. Cell line: HL-60(TB).